Task: Regression. Given a peptide amino acid sequence and an MHC pseudo amino acid sequence, predict their binding affinity value. This is MHC class I binding data.. Dataset: Peptide-MHC class I binding affinity with 185,985 pairs from IEDB/IMGT (1) The peptide sequence is QMVTTTNPL. The MHC is HLA-A26:01 with pseudo-sequence HLA-A26:01. The binding affinity (normalized) is 0. (2) The peptide sequence is FTLINWRSV. The MHC is HLA-A30:01 with pseudo-sequence HLA-A30:01. The binding affinity (normalized) is 0.213. (3) The binding affinity (normalized) is 0.841. The MHC is HLA-A02:03 with pseudo-sequence HLA-A02:03. The peptide sequence is ILISLINSL. (4) The peptide sequence is KEKAPDVGVL. The MHC is HLA-B44:02 with pseudo-sequence HLA-B44:02. The binding affinity (normalized) is 0.280. (5) The peptide sequence is QEADNMITEM. The MHC is HLA-B40:02 with pseudo-sequence HLA-B40:02. The binding affinity (normalized) is 0.554. (6) The peptide sequence is MPSMKRFRKE. The MHC is HLA-B53:01 with pseudo-sequence HLA-B53:01. The binding affinity (normalized) is 0.140.